Dataset: Catalyst prediction with 721,799 reactions and 888 catalyst types from USPTO. Task: Predict which catalyst facilitates the given reaction. (1) Reactant: N1CCCC1.C(OC([O:13][C:14]1[C:26]([C:27]([F:30])([F:29])[F:28])=[CH:25][CH:24]=[C:23]([CH2:31][O:32][C:33]2[CH:38]=[CH:37][C:36]([C:39]3[CH:44]=[CH:43][C:42]([CH2:45][C:46]([O:48][CH3:49])=[O:47])=[CH:41][C:40]=3[C:50]#[N:51])=[CH:35][CH:34]=2)[C:15]=1[C:16]([O:18][C:19]([CH3:22])([CH3:21])[CH3:20])=[O:17])=O)(C)(C)C. Product: [C:50]([C:40]1[CH:41]=[C:42]([CH2:45][C:46]([O:48][CH3:49])=[O:47])[CH:43]=[CH:44][C:39]=1[C:36]1[CH:37]=[CH:38][C:33]([O:32][CH2:31][C:23]2[C:15]([C:16]([O:18][C:19]([CH3:20])([CH3:21])[CH3:22])=[O:17])=[C:14]([OH:13])[C:26]([C:27]([F:28])([F:29])[F:30])=[CH:25][CH:24]=2)=[CH:34][CH:35]=1)#[N:51]. The catalyst class is: 12. (2) Reactant: [NH2:1][C@H:2]1[C:11]2[C:6](=[CH:7][CH:8]=[C:9]([Br:12])[CH:10]=2)[N:5]([C:13](=[O:15])[CH3:14])[C@@H:4]([CH3:16])[CH2:3]1.Cl[C:18]1[CH:23]=[CH:22][C:21]([N+:24]([O-:26])=[O:25])=[CH:20][N:19]=1.CN1C(=O)CCC1.CCN(C(C)C)C(C)C. Product: [Br:12][C:9]1[CH:10]=[C:11]2[C:6](=[CH:7][CH:8]=1)[N:5]([C:13](=[O:15])[CH3:14])[C@@H:4]([CH3:16])[CH2:3][C@H:2]2[NH:1][C:18]1[CH:23]=[CH:22][C:21]([N+:24]([O-:26])=[O:25])=[CH:20][N:19]=1. The catalyst class is: 6. (3) Reactant: [O:1]=[C:2]1[N:7]2[CH2:8][CH:9]([C:12]([O:14]C)=[O:13])[CH2:10][CH2:11][CH:6]2[CH2:5][CH2:4][O:3]1.O[Li].O. Product: [O:1]=[C:2]1[N:7]2[CH2:8][CH:9]([C:12]([OH:14])=[O:13])[CH2:10][CH2:11][CH:6]2[CH2:5][CH2:4][O:3]1. The catalyst class is: 87.